From a dataset of Reaction yield outcomes from USPTO patents with 853,638 reactions. Predict the reaction yield, written as a fraction of the theoretical maximum amount of product (1.0 means a 100% yield; for example, 0.34 means a 34% yield). (1) The reactants are [O:1]1[CH:5]=[CH:4][CH:3]=[C:2]1[C:6]1[O:7][C:8]([CH3:38])=[C:9]([CH2:11][O:12][C:13]2[CH:35]=[CH:34][C:16]([CH2:17][O:18][C:19]3[C:23](/[CH:24]=[CH:25]/[CH:26]=[O:27])=[CH:22][N:21]([C:28]4[CH:33]=[CH:32][CH:31]=[CH:30][CH:29]=4)[N:20]=3)=[CH:15][C:14]=2[O:36][CH3:37])[N:10]=1.C1(C)C=CC(S([CH2:48][N+:49]#[C-:50])(=O)=O)=CC=1.C(=O)([O-])[O-].[K+].[K+].CO. The catalyst is O. The product is [O:1]1[CH:5]=[CH:4][CH:3]=[C:2]1[C:6]1[O:7][C:8]([CH3:38])=[C:9]([CH2:11][O:12][C:13]2[CH:35]=[CH:34][C:16]([CH2:17][O:18][C:19]3[C:23](/[CH:24]=[CH:25]/[C:26]4[O:27][CH:50]=[N:49][CH:48]=4)=[CH:22][N:21]([C:28]4[CH:29]=[CH:30][CH:31]=[CH:32][CH:33]=4)[N:20]=3)=[CH:15][C:14]=2[O:36][CH3:37])[N:10]=1. The yield is 0.530. (2) The reactants are Br[C:2]1[CH:7]=[C:6]([C:8]([F:11])([F:10])[F:9])[N:5]=[C:4]([C:12]([F:15])([F:14])[F:13])[CH:3]=1.[F:16][C:17]([F:24])([F:23])[C:18](B(O)O)=[CH2:19].C(=O)([O-])[O-].[K+].[K+]. The catalyst is C1COCC1.O. The product is [F:9][C:8]([F:11])([F:10])[C:6]1[CH:7]=[C:2]([C:18]([C:17]([F:24])([F:23])[F:16])=[CH2:19])[CH:3]=[C:4]([C:12]([F:15])([F:14])[F:13])[N:5]=1. The yield is 0.980.